This data is from Full USPTO retrosynthesis dataset with 1.9M reactions from patents (1976-2016). The task is: Predict the reactants needed to synthesize the given product. (1) Given the product [Cl:19][C:17]1[CH:16]=[CH:15][C:14]([C@@H:20]2[CH2:24][NH:23][C:22](=[O:25])[CH2:21]2)=[C:13]([C:30]([C:31]2[CH:36]=[CH:35][CH:34]=[CH:33][CH:32]=2)=[O:37])[CH:18]=1, predict the reactants needed to synthesize it. The reactants are: [Li].C1C2C(=CC=CC=2)C=CC=1.Br[C:13]1[CH:18]=[C:17]([Cl:19])[CH:16]=[CH:15][C:14]=1[C@@H:20]1[CH2:24][NH:23][C:22](=[O:25])[CH2:21]1.BrCCBr.[C:30](Cl)(=[O:37])[C:31]1[CH:36]=[CH:35][CH:34]=[CH:33][CH:32]=1. (2) Given the product [O:47]=[C:38]1[C:39]2[C:40](=[CH:43][CH:44]=[CH:45][CH:46]=2)[C:41](=[O:42])[N:37]1[CH2:36][CH2:35][CH2:34][CH2:33][N:29]1[CH2:30][CH2:31][N:26]([C:5]2[N:6]=[C:7]([O:24][CH3:25])[C:8]([S:9][C:10]3[N:11]=[C:12]([NH:20][C:21](=[O:23])[CH3:22])[CH:13]=[C:14]([NH:16][C:17](=[O:19])[CH3:18])[N:15]=3)=[C:3]([O:2][CH3:1])[N:4]=2)[CH2:27][CH2:28]1, predict the reactants needed to synthesize it. The reactants are: [CH3:1][O:2][C:3]1[C:8]([S:9][C:10]2[N:15]=[C:14]([NH:16][C:17](=[O:19])[CH3:18])[CH:13]=[C:12]([NH:20][C:21](=[O:23])[CH3:22])[N:11]=2)=[C:7]([O:24][CH3:25])[N:6]=[C:5]([N:26]2[CH2:31][CH2:30][NH:29][CH2:28][CH2:27]2)[N:4]=1.Br[CH2:33][CH2:34][CH2:35][CH2:36][N:37]1[C:41](=[O:42])[C:40]2=[CH:43][CH:44]=[CH:45][CH:46]=[C:39]2[C:38]1=[O:47]. (3) Given the product [CH2:3]1[C:4]2[C:9](=[CH:8][C:7]([C:6]([CH:5]=2)=[O:15])=[O:10])[NH:1][CH:2]1[C:11]([OH:13])=[O:12], predict the reactants needed to synthesize it. The reactants are: [NH2:1][C@H:2]([C:11]([OH:13])=[O:12])[CH2:3][C:4]1[CH:9]=[CH:8][C:7]([OH:10])=[CH:6][CH:5]=1.P([O-])([O-])([O-])=[O:15].[K+].[K+].[K+]. (4) The reactants are: C([C@H](NC(=O)C1C=C(C2C=CC=CC=2)C=C(N2CCCC2=O)C=1)[C@@H](O)C[C@H](C(=[O:21])NCCC(C)(C)C)C)C1C=CC=CC=1.[O:44]=[C:45]1[CH2:49][CH2:48][CH2:47][N:46]1[C:50]1[CH:51]=[C:52]([CH:56]=[C:57]([N:59]2[CH2:63][CH2:62][CH2:61][C:60]2=[O:64])[CH:58]=1)[C:53](O)=[O:54].[CH:65]12[CH2:71][C@H:68]([CH2:69][CH2:70]1)[CH2:67][CH:66]2[NH:72][C:73](=[O:92])[C@@:74](O)([CH2:86][CH2:87][CH:88]([CH3:90])[CH3:89])[CH2:75][CH2:76][C@H:77]([NH2:85])[CH2:78][C:79]1[CH:84]=[CH:83][CH:82]=[CH:81][CH:80]=1. Given the product [CH2:78]([C@H:77]([NH:85][C:53](=[O:54])[C:52]1[CH:51]=[C:50]([N:46]2[CH2:47][CH2:48][CH2:49][C:45]2=[O:44])[CH:58]=[C:57]([N:59]2[CH2:63][CH2:62][CH2:61][C:60]2=[O:64])[CH:56]=1)[C@@H:76]([OH:21])[CH2:75][C@H:74]([C:73](=[O:92])[NH:72][CH:66]1[CH2:67][CH:68]2[CH2:71][CH:65]1[CH2:70][CH2:69]2)[CH2:86][CH2:87][CH:88]([CH3:90])[CH3:89])[C:79]1[CH:84]=[CH:83][CH:82]=[CH:81][CH:80]=1, predict the reactants needed to synthesize it. (5) The reactants are: [H-].[Na+].[NH2:3][C:4]1[O:8][N:7]=[C:6]([C:9]2[CH:14]=[CH:13][CH:12]=[CH:11][CH:10]=2)[C:5]=1[C:15]1[CH:20]=[CH:19][C:18]([C:21]([OH:30])([C:26]([F:29])([F:28])[F:27])[C:22]([F:25])([F:24])[F:23])=[CH:17][CH:16]=1.[C:31](Cl)(=[O:35])[CH:32]([CH3:34])[CH3:33]. Given the product [C:9]1([C:6]2[C:5]([C:15]3[CH:16]=[CH:17][C:18]([C:21]([OH:30])([C:26]([F:29])([F:28])[F:27])[C:22]([F:23])([F:24])[F:25])=[CH:19][CH:20]=3)=[C:4]([NH:3][C:31](=[O:35])[CH:32]([CH3:34])[CH3:33])[O:8][N:7]=2)[CH:14]=[CH:13][CH:12]=[CH:11][CH:10]=1, predict the reactants needed to synthesize it.